Dataset: hERG Central: cardiac toxicity at 1µM, 10µM, and general inhibition. Task: Predict hERG channel inhibition at various concentrations. The drug is CCCCS(=O)CC(COc1ccc(Cl)cc1)OC(=O)c1ccccc1. Results: hERG_inhib (hERG inhibition (general)): blocker.